Dataset: Reaction yield outcomes from USPTO patents with 853,638 reactions. Task: Predict the reaction yield, written as a fraction of the theoretical maximum amount of product (1.0 means a 100% yield; for example, 0.34 means a 34% yield). (1) The reactants are [C:1]([NH:4][S:5]([C:8]1[CH:13]=[CH:12][CH:11]=[CH:10][C:9]=1[C:14]1[CH:19]=[CH:18][C:17]([CH2:20][N:21]2[C:25]([CH2:26][CH2:27][CH3:28])=[CH:24][C:23](C(O)=O)=[N:22]2)=[CH:16][CH:15]=1)(=[O:7])=[O:6])(=[O:3])[CH3:2].CN([C:35]([O:39]N1N=NC2C=CC=NC1=2)=[N+](C)C)C.F[P-](F)(F)(F)(F)F.CCN(C(C)C)C(C)C.CN(C=O)C.[NH2:70][C@H:71]([CH2:77][C:78]1[CH:83]=[CH:82][CH:81]=[CH:80][CH:79]=1)[C@@H:72]([OH:76])[C:73]([OH:75])=[O:74]. No catalyst specified. The product is [C:1]([NH:4][S:5]([C:8]1[CH:13]=[CH:12][CH:11]=[CH:10][C:9]=1[C:14]1[CH:19]=[CH:18][C:17]([CH2:20][N:21]2[C:25]([CH2:26][CH2:27][CH3:28])=[CH:24][C:23]([C:35]([NH:70][C@H:71]([CH2:77][C:78]3[CH:83]=[CH:82][CH:81]=[CH:80][CH:79]=3)[C@@H:72]([OH:76])[C:73]([OH:75])=[O:74])=[O:39])=[N:22]2)=[CH:16][CH:15]=1)(=[O:6])=[O:7])(=[O:3])[CH3:2]. The yield is 0.970. (2) The reactants are [NH:1]1[C:9]2[C:4](=[CH:5][CH:6]=[C:7]([N:10]3[CH2:15][CH2:14][N:13]([C:16]([O:18][C:19]([CH3:22])([CH3:21])[CH3:20])=[O:17])[CH2:12][CH2:11]3)[CH:8]=2)[CH:3]=[CH:2]1.CC(C)([O-])C.[Na+].Cl.Br[C:31]1[CH:36]=[CH:35][N:34]=[CH:33][CH:32]=1. The yield is 0.590. The product is [N:34]1[CH:35]=[CH:36][C:31]([N:1]2[C:9]3[C:4](=[CH:5][CH:6]=[C:7]([N:10]4[CH2:11][CH2:12][N:13]([C:16]([O:18][C:19]([CH3:22])([CH3:21])[CH3:20])=[O:17])[CH2:14][CH2:15]4)[CH:8]=3)[CH:3]=[CH:2]2)=[CH:32][CH:33]=1. The catalyst is [C].[Pd].C1(P(C2C=CC=CC=2)C2C=CC3C(=CC=CC=3)C=2C2C3C(=CC=CC=3)C=CC=2P(C2C=CC=CC=2)C2C=CC=CC=2)C=CC=CC=1.C1(C)C=CC=CC=1. (3) The reactants are C(N(CC)CC)C.[N:8]([C:11]1[CH:18]=[CH:17][C:14]([C:15]#[N:16])=[C:13]([C:19]([F:22])([F:21])[F:20])[CH:12]=1)=[C:9]=[S:10].[CH3:23][C:24]([NH:28][C:29]1[CH:34]=[CH:33][C:32]([CH3:35])=[CH:31][CH:30]=1)([CH3:27])[C:25]#[N:26].ClCCl.CC(C)=O. The catalyst is C1COCC1. The product is [CH3:35][C:32]1[CH:31]=[CH:30][C:29]([N:28]2[C:24]([CH3:23])([CH3:27])[C:25](=[NH:26])[N:8]([C:11]3[CH:18]=[CH:17][C:14]([C:15]#[N:16])=[C:13]([C:19]([F:20])([F:22])[F:21])[CH:12]=3)[C:9]2=[S:10])=[CH:34][CH:33]=1. The yield is 0.170.